This data is from NCI-60 drug combinations with 297,098 pairs across 59 cell lines. The task is: Regression. Given two drug SMILES strings and cell line genomic features, predict the synergy score measuring deviation from expected non-interaction effect. (1) Drug 1: CC1=C(C=C(C=C1)NC2=NC=CC(=N2)N(C)C3=CC4=NN(C(=C4C=C3)C)C)S(=O)(=O)N.Cl. Drug 2: CC1=C(C(CCC1)(C)C)C=CC(=CC=CC(=CC(=O)O)C)C. Cell line: HL-60(TB). Synergy scores: CSS=46.6, Synergy_ZIP=39.6, Synergy_Bliss=41.9, Synergy_Loewe=19.0, Synergy_HSA=26.1. (2) Drug 2: C1=NC2=C(N1)C(=S)N=CN2. Cell line: MALME-3M. Drug 1: CC1C(C(CC(O1)OC2CC(CC3=C2C(=C4C(=C3O)C(=O)C5=C(C4=O)C(=CC=C5)OC)O)(C(=O)CO)O)N)O.Cl. Synergy scores: CSS=33.4, Synergy_ZIP=-10.8, Synergy_Bliss=-7.08, Synergy_Loewe=-2.31, Synergy_HSA=-1.52. (3) Drug 1: CCCCC(=O)OCC(=O)C1(CC(C2=C(C1)C(=C3C(=C2O)C(=O)C4=C(C3=O)C=CC=C4OC)O)OC5CC(C(C(O5)C)O)NC(=O)C(F)(F)F)O. Drug 2: C(CCl)NC(=O)N(CCCl)N=O. Cell line: NCI-H226. Synergy scores: CSS=12.1, Synergy_ZIP=-10.3, Synergy_Bliss=-11.6, Synergy_Loewe=-19.3, Synergy_HSA=-10.6. (4) Drug 1: CC1CCC2CC(C(=CC=CC=CC(CC(C(=O)C(C(C(=CC(C(=O)CC(OC(=O)C3CCCCN3C(=O)C(=O)C1(O2)O)C(C)CC4CCC(C(C4)OC)OCCO)C)C)O)OC)C)C)C)OC. Drug 2: CN(CC1=CN=C2C(=N1)C(=NC(=N2)N)N)C3=CC=C(C=C3)C(=O)NC(CCC(=O)O)C(=O)O. Cell line: SR. Synergy scores: CSS=56.5, Synergy_ZIP=-4.53, Synergy_Bliss=-3.82, Synergy_Loewe=-10.9, Synergy_HSA=-2.17.